Dataset: Full USPTO retrosynthesis dataset with 1.9M reactions from patents (1976-2016). Task: Predict the reactants needed to synthesize the given product. (1) Given the product [Cl:1][C:2]1[C:10]([F:11])=[C:9]([Cl:12])[CH:8]=[CH:7][C:3]=1[C:4]([N:40]1[CH2:49][CH2:48][C:47]2[C:46]([C:50]3[NH:54][N:53]=[CH:52][CH:51]=3)=[N:45][C:44]([CH3:61])=[N:43][C:42]=2[CH2:41]1)=[O:6], predict the reactants needed to synthesize it. The reactants are: [Cl:1][C:2]1[C:10]([F:11])=[C:9]([Cl:12])[CH:8]=[CH:7][C:3]=1[C:4]([OH:6])=O.ClC1C(C(F)(F)F)=CC=CC=1C(O)=O.ClC1C(C(F)(F)F)=CC=CC=1C([N:40]1[CH2:49][CH2:48][C:47]2[C:46]([C:50]3[N:54](C4CCCCO4)[N:53]=[CH:52][CH:51]=3)=[N:45][C:44]([CH3:61])=[N:43][C:42]=2[CH2:41]1)=O. (2) The reactants are: C(OC([NH:11][C@H:12]1[CH2:16][CH2:15][N:14]([C@H:17]2[CH2:22][CH2:21][C@@H:20]([N:23]([CH:25]([CH3:27])[CH3:26])[CH3:24])[CH2:19][C@H:18]2[C:28]([O:30][CH3:31])=[O:29])[C:13]1=[O:32])=O)C1C=CC=CC=1. Given the product [NH2:11][C@H:12]1[CH2:16][CH2:15][N:14]([C@H:17]2[CH2:22][CH2:21][C@@H:20]([N:23]([CH:25]([CH3:27])[CH3:26])[CH3:24])[CH2:19][C@H:18]2[C:28]([O:30][CH3:31])=[O:29])[C:13]1=[O:32], predict the reactants needed to synthesize it. (3) Given the product [OH2:4].[OH2:10].[ClH:23].[OH:4][C:3]1[NH:5][CH:9]=[N:1][C:2]=1[C:6]([NH2:8])=[O:7], predict the reactants needed to synthesize it. The reactants are: [NH2:1][CH:2]([C:6]([NH2:8])=[O:7])[C:3]([NH2:5])=[O:4].[CH:9](OCC)(OCC)[O:10]CC.CC(O)C.[ClH:23]. (4) Given the product [NH:26]1[CH2:27][CH2:28][CH:23]([S:20]([C:17]2[CH:16]=[CH:15][C:14]([CH2:13][NH:12][C:10]([C:2]3[O:1][C:5]4=[CH:6][N:7]=[CH:8][CH:9]=[C:4]4[CH:3]=3)=[O:11])=[N:19][CH:18]=2)(=[O:22])=[O:21])[CH2:24][CH2:25]1, predict the reactants needed to synthesize it. The reactants are: [O:1]1[C:5]2=[CH:6][N:7]=[CH:8][CH:9]=[C:4]2[CH:3]=[C:2]1[C:10]([NH:12][CH2:13][C:14]1[N:19]=[CH:18][C:17]([S:20]([CH:23]2[CH2:28][CH2:27][N:26](C(OC(C)(C)C)=O)[CH2:25][CH2:24]2)(=[O:22])=[O:21])=[CH:16][CH:15]=1)=[O:11]. (5) Given the product [NH:1]([C:2]1[CH:3]=[CH:4][C:5]([N:10]2[CH:14]=[N:13][CH:12]=[N:11]2)=[C:6]([CH:9]=1)[C:7]#[N:8])[NH2:15], predict the reactants needed to synthesize it. The reactants are: [NH2:1][C:2]1[CH:3]=[CH:4][C:5]([N:10]2[CH:14]=[N:13][CH:12]=[N:11]2)=[C:6]([CH:9]=1)[C:7]#[N:8].[N:15]([O-])=O.[Na+].O.O.[Sn](Cl)Cl.[OH-].[Na+].